From a dataset of Reaction yield outcomes from USPTO patents with 853,638 reactions. Predict the reaction yield, written as a fraction of the theoretical maximum amount of product (1.0 means a 100% yield; for example, 0.34 means a 34% yield). (1) The yield is 0.170. The reactants are [CH3:1][C:2]1[N:29]=[C:5]2[NH:6][C:7](=[O:28])[C:8]([CH2:13][C:14]3[CH:19]=[CH:18][C:17]([C:20]4[C:21]([C:26]#[N:27])=[CH:22][CH:23]=[CH:24][CH:25]=4)=[CH:16][CH:15]=3)=[C:9]([CH2:10][CH2:11][CH3:12])[N:4]2[N:3]=1.[H-].[Na+].CN(C)C=O.Br[CH:38]1[CH2:43][CH2:42][CH2:41][CH:40]=[CH:39]1. The catalyst is C(OCC)(=O)C. The product is [CH:43]1([N:6]2[C:7](=[O:28])[C:8]([CH2:13][C:14]3[CH:19]=[CH:18][C:17]([C:20]4[C:21]([C:26]#[N:27])=[CH:22][CH:23]=[CH:24][CH:25]=4)=[CH:16][CH:15]=3)=[C:9]([CH2:10][CH2:11][CH3:12])[N:4]3[N:3]=[C:2]([CH3:1])[N:29]=[C:5]23)[CH2:42][CH2:41][CH2:40][CH:39]=[CH:38]1. (2) The reactants are [C:1]1([C:7]2[CH:11]=[C:10]([NH:12][C:13](=[O:44])[O:14][CH2:15][C@@H:16]([N:30]([CH3:43])[C:31]([NH:33][CH2:34][C:35]3[CH:40]=[CH:39][CH:38]=[C:37]([F:41])[C:36]=3[Cl:42])=[O:32])[CH2:17][C@@H:18]([OH:29])[CH2:19][O:20][P:21]([O:26]CC)([O:23]CC)=[O:22])[O:9][N:8]=2)[CH:6]=[CH:5][CH:4]=[CH:3][CH:2]=1.[Si](I)(C)(C)C. The catalyst is C(#N)C. The product is [C:1]1([C:7]2[CH:11]=[C:10]([NH:12][C:13](=[O:44])[O:14][CH2:15][C@@H:16]([N:30]([CH3:43])[C:31]([NH:33][CH2:34][C:35]3[CH:40]=[CH:39][CH:38]=[C:37]([F:41])[C:36]=3[Cl:42])=[O:32])[CH2:17][C@@H:18]([OH:29])[CH2:19][O:20][P:21]([OH:26])([OH:23])=[O:22])[O:9][N:8]=2)[CH:2]=[CH:3][CH:4]=[CH:5][CH:6]=1. The yield is 0.940. (3) The reactants are [Br:1][C:2]1[CH:3]=[C:4]2[C:9](O)=[C:8]([C:11]#[N:12])[CH:7]=[N:6][N:5]2[CH:13]=1.O=P(Cl)(Cl)[Cl:16]. No catalyst specified. The product is [Br:1][C:2]1[CH:3]=[C:4]2[C:9]([Cl:16])=[C:8]([C:11]#[N:12])[CH:7]=[N:6][N:5]2[CH:13]=1. The yield is 0.290. (4) The reactants are COC1C=CC(C[O:8][C:9](=[O:68])[CH:10]([NH:25][C:26]([NH:28][CH:29]([C:56]([O:58]CC2C=CC(OC)=CC=2)=[O:57])[CH2:30][CH2:31][CH2:32][CH2:33][NH:34][C:35]([C:37]2[CH:38]=[N:39][CH:40]=[C:41]([Sn](CCCC)(CCCC)CCCC)[CH:42]=2)=[O:36])=[O:27])[CH2:11][CH2:12][C:13]([O:15]CC2C=CC(OC)=CC=2)=[O:14])=CC=1.C(O)(=O)C.[I-:75].[Na+].ClN1C(=O)CCC1=O. The catalyst is CO. The product is [C:56]([CH:29]([NH:28][C:26](=[O:27])[NH:25][CH:10]([CH2:11][CH2:12][C:13]([OH:15])=[O:14])[C:9]([OH:8])=[O:68])[CH2:30][CH2:31][CH2:32][CH2:33][NH:34][C:35]([C:37]1[CH:38]=[N:39][CH:40]=[C:41]([I:75])[CH:42]=1)=[O:36])([OH:58])=[O:57]. The yield is 0.620. (5) The yield is 0.400. The product is [Cl:10][C:11]1[CH:12]=[C:13]([CH:17]=[CH:18][C:19]=1[Cl:20])[C:14]([NH:6][NH:5][C:7](=[NH:8])[NH2:9])=[O:15]. The reactants are C(=O)(O)O.[NH:5]([C:7](=[NH:9])[NH2:8])[NH2:6].[Cl:10][C:11]1[CH:12]=[C:13]([CH:17]=[CH:18][C:19]=1[Cl:20])[C:14](Cl)=[O:15].[OH-].[Na+]. The catalyst is N1C=CC=CC=1.O. (6) The reactants are Br[C:2]1[C:3]([CH3:8])=[N:4][CH:5]=[CH:6][CH:7]=1.[C:9]1([CH2:15][SH:16])[CH:14]=[CH:13][CH:12]=[CH:11][CH:10]=1.C(N(CC)C(C)C)(C)C.C1(P(C2C=CC=CC=2)C2C3OC4C(=CC=CC=4P(C4C=CC=CC=4)C4C=CC=CC=4)C(C)(C)C=3C=CC=2)C=CC=CC=1. The catalyst is C1(C)C=CC=CC=1.C1C=CC(/C=C/C(/C=C/C2C=CC=CC=2)=O)=CC=1.C1C=CC(/C=C/C(/C=C/C2C=CC=CC=2)=O)=CC=1.C1C=CC(/C=C/C(/C=C/C2C=CC=CC=2)=O)=CC=1.[Pd].[Pd]. The product is [CH2:15]([S:16][C:2]1[C:3]([CH3:8])=[N:4][CH:5]=[CH:6][CH:7]=1)[C:9]1[CH:14]=[CH:13][CH:12]=[CH:11][CH:10]=1. The yield is 0.590. (7) The reactants are [CH2:1]([NH:5][CH3:6])[CH2:2][CH2:3][CH3:4].[CH:7]([N:10]=[C:11]=[N:12][CH:13]([CH3:15])[CH3:14])([CH3:9])[CH3:8]. No catalyst specified. The product is [CH2:1]([N:5]([CH3:6])[C:11]([NH:12][CH:13]1[CH2:15][CH2:15][CH2:13][CH2:14][CH2:14]1)=[N:10][CH:7]1[CH2:9][CH2:9][CH2:7][CH2:8][CH2:8]1)[CH2:2][CH2:3][CH3:4]. The yield is 1.00.